This data is from Reaction yield outcomes from USPTO patents with 853,638 reactions. The task is: Predict the reaction yield, written as a fraction of the theoretical maximum amount of product (1.0 means a 100% yield; for example, 0.34 means a 34% yield). (1) The reactants are [F:1][C:2]1[CH:7]=[CH:6][C:5]([S:8](Cl)(=[O:10])=[O:9])=[CH:4][CH:3]=1.[CH3:12][N:13]1[CH2:18][CH2:17][NH:16][CH2:15][CH2:14]1.C(=O)([O-])[O-].[K+].[K+]. The catalyst is O. The product is [F:1][C:2]1[CH:7]=[CH:6][C:5]([S:8]([N:16]2[CH2:17][CH2:18][N:13]([CH3:12])[CH2:14][CH2:15]2)(=[O:10])=[O:9])=[CH:4][CH:3]=1. The yield is 0.370. (2) The reactants are [Cl:1][C:2]1[CH:3]=[CH:4][C:5]([C:20]([F:23])([F:22])[F:21])=[C:6]([CH:19]=1)[CH2:7][N:8]1[CH2:13][CH2:12][NH:11][C:10]2[N:14]=[CH:15][C:16](I)=[CH:17][C:9]1=2.C(OC([N:31]1[CH:35]=[C:34](B2OC(C)(C)C(C)(C)O2)[CH:33]=[N:32]1)=O)(C)(C)C.C(O)(C(F)(F)F)=O. The catalyst is C(Cl)Cl. The product is [Cl:1][C:2]1[CH:3]=[CH:4][C:5]([C:20]([F:23])([F:22])[F:21])=[C:6]([CH:19]=1)[CH2:7][N:8]1[CH2:13][CH2:12][NH:11][C:10]2[N:14]=[CH:15][C:16]([C:34]3[CH:35]=[N:31][NH:32][CH:33]=3)=[CH:17][C:9]1=2. The yield is 0.440. (3) The reactants are [C:1]([N:4]1[C:8]2=[N:9][C:10]3[N:11]([CH3:32])[C:12](=[O:31])[N:13]([CH2:17][CH2:18][CH2:19][CH2:20][C@H:21]([O:23][Si](C(C)(C)C)(C)C)[CH3:22])[C:14](=[O:16])[C:15]=3[N:7]2[CH2:6][CH2:5]1)(=[O:3])[CH3:2].Cl.C(OCC)C.C(N(CC)CC)C. The catalyst is CO.O. The product is [C:1]([N:4]1[C:8]2=[N:9][C:10]3[N:11]([CH3:32])[C:12](=[O:31])[N:13]([CH2:17][CH2:18][CH2:19][CH2:20][C@H:21]([OH:23])[CH3:22])[C:14](=[O:16])[C:15]=3[N:7]2[CH2:6][CH2:5]1)(=[O:3])[CH3:2]. The yield is 0.900. (4) The reactants are [C:1]([C:5]1[CH:10]=[CH:9][C:8](I)=[C:7]([O:12][CH2:13][C:14]([F:17])([F:16])[F:15])[CH:6]=1)([CH3:4])([CH3:3])[CH3:2].[CH3:18][O-].[Na+].[CH3:21][O:22][CH:23]=[O:24]. The product is [C:1]([C:5]1[CH:10]=[CH:9][C:8]([C:23]([O:22][CH2:21][CH3:18])=[O:24])=[C:7]([O:12][CH2:13][C:14]([F:17])([F:16])[F:15])[CH:6]=1)([CH3:4])([CH3:3])[CH3:2]. The catalyst is O1CCOCC1. The yield is 0.550. (5) The reactants are Cl[CH2:2][CH2:3][CH2:4][CH2:5][CH2:6][CH2:7][C:8]#[C:9][CH2:10][CH2:11][CH2:12][CH3:13].[I-:14].[K+].[N:16]1[CH:21]=[CH:20][CH:19]=[C:18]([CH3:22])[CH:17]=1. The catalyst is CC(=O)CC. The product is [I-:14].[CH2:2]([N+:16]1[CH:21]=[CH:20][CH:19]=[C:18]([CH3:22])[CH:17]=1)[CH2:3][CH2:4][CH2:5][CH2:6][CH2:7][C:8]#[C:9][CH2:10][CH2:11][CH2:12][CH3:13]. The yield is 0.820. (6) The reactants are N1CCC[C@H]1C(O)=O.[OH-].[Na+].Br[C:12]1[CH:17]=[CH:16][C:15]([C@H:18]([C:30]2[CH:35]=[CH:34][CH:33]=[CH:32][C:31]=2[CH3:36])[CH2:19][C:20]([C:22]2[CH:23]=[CH:24][C:25](=[O:29])[N:26]([CH3:28])[CH:27]=2)=[O:21])=[CH:14][CH:13]=1.[CH3:37][S:38]([O-:40])=[O:39].[Na+]. The catalyst is [Cu]I.CS(C)=O. The product is [CH3:28][N:26]1[CH:27]=[C:22]([C:20](=[O:21])[CH2:19][C@H:18]([C:15]2[CH:14]=[CH:13][C:12]([S:38]([CH3:37])(=[O:40])=[O:39])=[CH:17][CH:16]=2)[C:30]2[CH:35]=[CH:34][CH:33]=[CH:32][C:31]=2[CH3:36])[CH:23]=[CH:24][C:25]1=[O:29]. The yield is 0.880. (7) The yield is 0.880. The reactants are O=O.[C:3]([O:7][C:8]([N:10]1[CH2:14][C:13]([C:15]2[CH:20]=[CH:19][CH:18]=[CH:17][CH:16]=2)=[C:12]([C:21]([OH:23])=[O:22])[CH2:11]1)=[O:9])([CH3:6])([CH3:5])[CH3:4].C(N(CC)CC)C.[H][H]. The catalyst is COC(C)(C)C.CO. The product is [C:3]([O:7][C:8]([N:10]1[CH2:14][C@@H:13]([C:15]2[CH:20]=[CH:19][CH:18]=[CH:17][CH:16]=2)[C@@H:12]([C:21]([OH:23])=[O:22])[CH2:11]1)=[O:9])([CH3:6])([CH3:4])[CH3:5]. (8) The reactants are [Cl:1][C:2]1[CH:3]=[C:4]([NH:9][C:10]2[C:19]3[C:14](=[CH:15][C:16]([O:27][CH2:28][CH:29]4[CH2:32][C:31]5([CH2:37][CH2:36][N:35]([CH3:38])[CH2:34][CH2:33]5)[CH2:30]4)=[C:17]([NH:20][C:21](=[O:26])/[CH:22]=[CH:23]/[CH2:24]Br)[CH:18]=3)[N:13]=[CH:12][N:11]=2)[CH:5]=[CH:6][C:7]=1[F:8].Cl.[CH3:40][NH:41][CH3:42].CCN(C(C)C)C(C)C.C(=O)(O)[O-].[Na+]. No catalyst specified. The product is [Cl:1][C:2]1[CH:3]=[C:4]([NH:9][C:10]2[C:19]3[C:14](=[CH:15][C:16]([O:27][CH2:28][CH:29]4[CH2:32][C:31]5([CH2:37][CH2:36][N:35]([CH3:38])[CH2:34][CH2:33]5)[CH2:30]4)=[C:17]([NH:20][C:21](=[O:26])/[CH:22]=[CH:23]/[CH2:24][N:41]([CH3:42])[CH3:40])[CH:18]=3)[N:13]=[CH:12][N:11]=2)[CH:5]=[CH:6][C:7]=1[F:8]. The yield is 0.192. (9) The catalyst is C(Cl)Cl. The reactants are [N:1]([CH2:4][C@H:5]1[CH2:9][CH2:8][C:7](=[O:10])[N:6]1[C:11]1[CH:41]=[C:40]([F:42])[CH:39]=[CH:38][C:12]=1[CH2:13][NH:14][C:15]([C:17]1[N:18]=[C:19]2[N:24]([C:25](=[O:35])[C:26]=1[O:27]CC1C=CC=CC=1)[CH2:23][CH2:22][O:21][C:20]2([CH3:37])[CH3:36])=[O:16])=[N+:2]=[N-:3].C(C(O)=O)(F)(F)F.C1(C)C=CC=CC=1. The product is [N:1]([CH2:4][C@H:5]1[CH2:9][CH2:8][C:7](=[O:10])[N:6]1[C:11]1[CH:41]=[C:40]([F:42])[CH:39]=[CH:38][C:12]=1[CH2:13][NH:14][C:15]([C:17]1[N:18]=[C:19]2[N:24]([C:25](=[O:35])[C:26]=1[OH:27])[CH2:23][CH2:22][O:21][C:20]2([CH3:37])[CH3:36])=[O:16])=[N+:2]=[N-:3]. The yield is 0.310.